This data is from Reaction yield outcomes from USPTO patents with 853,638 reactions. The task is: Predict the reaction yield, written as a fraction of the theoretical maximum amount of product (1.0 means a 100% yield; for example, 0.34 means a 34% yield). (1) The reactants are [CH3:1][C@H:2]1[CH2:7][NH:6][C@H:5]([CH3:8])[CH2:4][NH:3]1.CS(O)(=O)=O.C([O-])(=O)C.[K+].Cl[C:20]([O:22][CH2:23][CH3:24])=[O:21]. The catalyst is O.O1CCCC1.C(O)C. The product is [CH3:1][C@H:2]1[CH2:7][NH:6][C@H:5]([CH3:8])[CH2:4][N:3]1[C:20]([O:22][CH2:23][CH3:24])=[O:21]. The yield is 0.740. (2) The catalyst is O.C(OCC)(=O)C. The reactants are [Cl-].O[NH3+:3].[C:4](=[O:7])([O-])[OH:5].[Na+].CS(C)=O.[CH2:13]([C:17]1[N:18]=[C:19]([CH3:47])[N:20]([C:39]2[CH:44]=[CH:43][C:42]([O:45][CH3:46])=[CH:41][CH:40]=2)[C:21](=[O:38])[C:22]=1[CH2:23][C:24]1[CH:29]=[CH:28][C:27]([C:30]2[C:31]([C:36]#[N:37])=[CH:32][CH:33]=[CH:34][CH:35]=2)=[CH:26][CH:25]=1)[CH2:14][CH2:15][CH3:16]. The yield is 0.780. The product is [CH2:13]([C:17]1[N:18]=[C:19]([CH3:47])[N:20]([C:39]2[CH:40]=[CH:41][C:42]([O:45][CH3:46])=[CH:43][CH:44]=2)[C:21](=[O:38])[C:22]=1[CH2:23][C:24]1[CH:25]=[CH:26][C:27]([C:30]2[CH:35]=[CH:34][CH:33]=[CH:32][C:31]=2[C:36]2[NH:3][C:4](=[O:7])[O:5][N:37]=2)=[CH:28][CH:29]=1)[CH2:14][CH2:15][CH3:16].